From a dataset of Full USPTO retrosynthesis dataset with 1.9M reactions from patents (1976-2016). Predict the reactants needed to synthesize the given product. (1) Given the product [C:37]1([C:30]2[C:31]3[C:36](=[CH:35][CH:34]=[CH:33][CH:32]=3)[C:27]([C:20]3[C:21]4[C:26](=[CH:25][CH:24]=[CH:23][CH:22]=4)[C:13]([C:9]4[CH:10]=[C:11]5[C:6]([CH:5]=[CH:4][C:3]([OH:2])=[CH:12]5)=[CH:7][CH:8]=4)=[C:14]4[C:19]=3[CH:18]=[CH:17][CH:16]=[CH:15]4)=[CH:28][CH:29]=2)[CH:38]=[CH:39][CH:40]=[CH:41][CH:42]=1, predict the reactants needed to synthesize it. The reactants are: C[O:2][C:3]1[CH:12]=[C:11]2[C:6]([CH:7]=[CH:8][C:9]([C:13]3[C:14]4[C:19]([C:20]([C:27]5[C:36]6[C:31](=[CH:32][CH:33]=[CH:34][CH:35]=6)[C:30]([C:37]6[CH:42]=[CH:41][CH:40]=[CH:39][CH:38]=6)=[CH:29][CH:28]=5)=[C:21]5[C:26]=3[CH:25]=[CH:24][CH:23]=[CH:22]5)=[CH:18][CH:17]=[CH:16][CH:15]=4)=[CH:10]2)=[CH:5][CH:4]=1.Cl.N1C=CC=CC=1. (2) Given the product [NH2:1][C:2]1[CH:3]=[C:4]([C:8]([C:10]2[C:18]3[CH:17]=[N:16][CH:15]=[N:14][C:13]=3[N:12]([CH3:21])[CH:11]=2)=[O:9])[CH:5]=[N:6][CH:7]=1, predict the reactants needed to synthesize it. The reactants are: [NH2:1][C:2]1[CH:3]=[C:4]([C:8]([C:10]2[C:18]3[C:17](SC)=[N:16][CH:15]=[N:14][C:13]=3[N:12]([CH3:21])[CH:11]=2)=[O:9])[CH:5]=[N:6][CH:7]=1.N. (3) Given the product [Br:1][C:2]1[NH:10][C:9]2[C:4](=[N:5][C:6]([Cl:20])=[CH:7][CH:8]=2)[CH:3]=1, predict the reactants needed to synthesize it. The reactants are: [Br:1][C:2]1[N:10](S(C2C=CC=CC=2)(=O)=O)[C:9]2[C:4](=[N:5][C:6]([Cl:20])=[CH:7][CH:8]=2)[CH:3]=1.[OH-].[Na+].